Dataset: Full USPTO retrosynthesis dataset with 1.9M reactions from patents (1976-2016). Task: Predict the reactants needed to synthesize the given product. (1) Given the product [OH:14][CH:9]1[CH2:10][CH2:11][CH2:12][CH2:13][CH:8]1[NH:7][S:4]([CH:2]([CH3:3])[CH3:1])(=[O:6])=[O:5], predict the reactants needed to synthesize it. The reactants are: [CH3:1][CH:2]([S:4]([NH:7][CH:8]1[CH2:13][CH2:12][CH2:11][CH2:10][CH:9]1[O:14]CC1C=CC=CC=1)(=[O:6])=[O:5])[CH3:3]. (2) The reactants are: [NH2:1][C:2]1[N:7]([CH3:8])[C:6](=[O:9])[NH:5][C:4](=[O:10])[C:3]=1[N:11]([CH2:24][C@H:25]1[CH2:30][CH2:29][C@H:28]([CH3:31])[CH2:27][CH2:26]1)[C:12]([C:14]1([C:18]2[CH:23]=[CH:22][CH:21]=[CH:20][CH:19]=2)[CH2:17][CH2:16][CH2:15]1)=O.S([O-])([O-])(=O)=O.[NH4+].[NH4+]. Given the product [CH3:8][N:7]1[C:2]2[N:1]=[C:12]([C:14]3([C:18]4[CH:23]=[CH:22][CH:21]=[CH:20][CH:19]=4)[CH2:17][CH2:16][CH2:15]3)[N:11]([CH2:24][C@H:25]3[CH2:26][CH2:27][C@H:28]([CH3:31])[CH2:29][CH2:30]3)[C:3]=2[C:4](=[O:10])[NH:5][C:6]1=[O:9], predict the reactants needed to synthesize it. (3) Given the product [ClH:18].[O:1]=[C:2]1[N:11]([C@H:12]([CH3:17])[C:13]([OH:15])=[O:14])[CH:10]=[CH:9][C:8]2[N:7]=[CH:6][CH:5]=[CH:4][C:3]1=2, predict the reactants needed to synthesize it. The reactants are: [O:1]=[C:2]1[N:11]([C@H:12]([CH3:17])[C:13]([O:15]C)=[O:14])[CH:10]=[CH:9][C:8]2[N:7]=[CH:6][CH:5]=[CH:4][C:3]1=2.[ClH:18]. (4) Given the product [N+:1]([C:3]1([C:30]([O:32][CH3:33])=[O:31])[CH2:4][CH2:5][CH2:6][CH2:7][CH2:8]1)#[C-:2], predict the reactants needed to synthesize it. The reactants are: [N+:1]([C:3]1(SC2C=CC=CC=2OC)[CH2:8][CH2:7][CH2:6][CH2:5][CH2:4]1)#[C-:2].C1COCC1.[Li]CCCC.C([C:30]([O:32][CH3:33])=[O:31])#N. (5) The reactants are: [N+:1]([C:4]1[CH:9]=[C:8]([O:10][C:11]([F:14])([F:13])[F:12])[CH:7]=[CH:6][C:5]=1[OH:15])([O-])=O. Given the product [NH2:1][C:4]1[CH:9]=[C:8]([O:10][C:11]([F:12])([F:13])[F:14])[CH:7]=[CH:6][C:5]=1[OH:15], predict the reactants needed to synthesize it. (6) Given the product [Br:1][C:2]1[CH:7]=[CH:6][C:5]([C:16]#[C:17][C:18]2[CH:27]=[CH:26][C:21]([O:22][CH2:23][CH2:24][OH:25])=[CH:20][CH:19]=2)=[C:4]([O:9][C:10]([F:13])([F:12])[F:11])[CH:3]=1, predict the reactants needed to synthesize it. The reactants are: [Br:1][C:2]1[CH:7]=[CH:6][C:5](I)=[C:4]([O:9][C:10]([F:13])([F:12])[F:11])[CH:3]=1.CC(O)(C)[C:16]#[C:17][C:18]1[CH:27]=[CH:26][C:21]([O:22][CH2:23][CH2:24][OH:25])=[CH:20][CH:19]=1. (7) Given the product [CH:19]([O:22][C:23]([N:1]1[CH2:6][CH2:5][CH:4]([CH:7]([OH:9])[CH3:8])[CH2:3][CH2:2]1)=[O:24])([CH3:21])[CH3:20], predict the reactants needed to synthesize it. The reactants are: [NH:1]1[CH2:6][CH2:5][CH:4]([CH:7]([OH:9])[CH3:8])[CH2:3][CH2:2]1.CCN(C(C)C)C(C)C.[CH:19]([O:22][C:23](Cl)=[O:24])([CH3:21])[CH3:20].C1(C)C=CC=CC=1.